This data is from Reaction yield outcomes from USPTO patents with 853,638 reactions. The task is: Predict the reaction yield, written as a fraction of the theoretical maximum amount of product (1.0 means a 100% yield; for example, 0.34 means a 34% yield). (1) The reactants are [F:1][C:2]1[CH:7]=[CH:6][C:5]([F:8])=[CH:4][C:3]=1[C@H:9]1[CH2:13][CH2:12][CH2:11][N:10]1[C:14]1[CH:19]=[CH:18][N:17]2[N:20]=[CH:21][C:22]([NH2:23])=[C:16]2[N:15]=1.[Cl:24][C:25]1[N:30]=[C:29]([C:31](O)=[O:32])[CH:28]=[CH:27][CH:26]=1. No catalyst specified. The product is [Cl:24][C:25]1[N:30]=[C:29]([C:31]([NH:23][C:22]2[CH:21]=[N:20][N:17]3[CH:18]=[CH:19][C:14]([N:10]4[CH2:11][CH2:12][CH2:13][C@@H:9]4[C:3]4[CH:4]=[C:5]([F:8])[CH:6]=[CH:7][C:2]=4[F:1])=[N:15][C:16]=23)=[O:32])[CH:28]=[CH:27][CH:26]=1. The yield is 0.310. (2) The reactants are [N:1]1[C:10]2[C:5](=[CH:6][CH:7]=[CH:8][CH:9]=2)[CH:4]=[CH:3][C:2]=1[CH2:11][CH2:12][NH:13][OH:14].[Br:15][C:16]1[CH:24]=[CH:23][CH:22]=[C:21]([F:25])[C:17]=1[C:18](O)=[O:19].CCN(C(C)C)C(C)C. The catalyst is CN(C=O)C.CCOC(C)=O. The product is [Br:15][C:16]1[CH:24]=[CH:23][CH:22]=[C:21]([F:25])[C:17]=1[C:18]([N:13]([OH:14])[CH2:12][CH2:11][C:2]1[CH:3]=[CH:4][C:5]2[C:10](=[CH:9][CH:8]=[CH:7][CH:6]=2)[N:1]=1)=[O:19]. The yield is 0.980. (3) The reactants are [OH:1][CH2:2][CH2:3][NH:4][CH2:5][CH2:6][O:7][CH2:8][CH:9]([OH:20])[CH2:10][CH2:11][CH2:12][CH:13]([CH2:17][CH2:18][CH3:19])[CH2:14][CH2:15][CH3:16].[CH:21](=O)[CH2:22][CH3:23]. The yield is 1.00. The catalyst is C1(C)C=CC=CC=1. The product is [CH2:22]([CH:23]1[N:4]([CH2:5][CH2:6][O:7][CH2:8][CH:9]([OH:20])[CH2:10][CH2:11][CH2:12][CH:13]([CH2:17][CH2:18][CH3:19])[CH2:14][CH2:15][CH3:16])[CH2:3][CH2:2][O:1]1)[CH3:21]. (4) The reactants are [NH2:1][C:2]1[C:9]([F:10])=[CH:8][C:5]([C:6]#[N:7])=[C:4]([C:11]([F:14])([F:13])[F:12])[CH:3]=1.[C:15](Cl)(Cl)=[S:16]. The catalyst is C1COCC1.O. The product is [F:10][C:9]1[C:2]([N:1]=[C:15]=[S:16])=[CH:3][C:4]([C:11]([F:14])([F:12])[F:13])=[C:5]([CH:8]=1)[C:6]#[N:7]. The yield is 0.880. (5) The product is [CH:28]1([N:21]2[C:22]3[CH:27]=[CH:26][N:25]=[CH:24][C:23]=3[N:19]([CH2:18][C:9]3[N:10]([CH2:11][CH2:12][CH2:13][C:14]([F:15])([F:17])[F:16])[C:5]4[C:6]([N:8]=3)=[N:7][CH:2]=[CH:3][CH:4]=4)[C:20]2=[O:31])[CH2:30][CH2:29]1. The reactants are Cl[C:2]1[N:7]=[C:6]2[N:8]=[C:9]([CH2:18][N:19]3[C:23]4[CH:24]=[N:25][CH:26]=[CH:27][C:22]=4[N:21]([CH:28]4[CH2:30][CH2:29]4)[C:20]3=[O:31])[N:10]([CH2:11][CH2:12][CH2:13][C:14]([F:17])([F:16])[F:15])[C:5]2=[CH:4][CH:3]=1.CC([O-])=O.[K+]. The catalyst is CO.[Pd]. The yield is 0.590. (6) The reactants are [CH3:1][C:2]1[CH:31]=[CH:30][C:5]([C:6]([NH:8][C:9]2[C:22]3[C:21](=[O:23])[C:20]4[C:15](=[CH:16][CH:17]=[CH:18][CH:19]=4)[C:14](=[O:24])[C:13]=3[CH:12]=[CH:11][C:10]=2[NH:25][C:26](=[O:29])[CH2:27]Cl)=[O:7])=[CH:4][CH:3]=1.CCN(C(C)C)C(C)C.[N:41]1[CH:46]=[CH:45][CH:44]=[CH:43][C:42]=1[N:47]1[CH2:52][CH2:51][NH:50][CH2:49][CH2:48]1.C(OCC)(=O)C. The catalyst is O1CCCC1.CCO.CCCCCC. The product is [CH3:1][C:2]1[CH:31]=[CH:30][C:5]([C:6]([NH:8][C:9]2[C:22]3[C:21](=[O:23])[C:20]4[C:15](=[CH:16][CH:17]=[CH:18][CH:19]=4)[C:14](=[O:24])[C:13]=3[CH:12]=[CH:11][C:10]=2[NH:25][C:26](=[O:29])[CH2:27][N:50]2[CH2:51][CH2:52][N:47]([C:42]3[CH:43]=[CH:44][CH:45]=[CH:46][N:41]=3)[CH2:48][CH2:49]2)=[O:7])=[CH:4][CH:3]=1. The yield is 0.630. (7) The reactants are [CH3:1][C:2]1[C:11]2[C:6](=[CH:7][CH:8]=[CH:9][CH:10]=2)[CH:5]=[CH:4][N:3]=1.CO. The catalyst is C1COCC1.Cl.CCOCC. The product is [CH3:1][CH:2]1[C:11]2[C:6](=[CH:7][CH:8]=[CH:9][CH:10]=2)[CH2:5][CH2:4][NH:3]1. The yield is 0.770.